Regression. Given two drug SMILES strings and cell line genomic features, predict the synergy score measuring deviation from expected non-interaction effect. From a dataset of NCI-60 drug combinations with 297,098 pairs across 59 cell lines. Drug 2: N.N.Cl[Pt+2]Cl. Cell line: SK-OV-3. Drug 1: C1C(C(OC1N2C=NC(=NC2=O)N)CO)O. Synergy scores: CSS=16.3, Synergy_ZIP=-2.38, Synergy_Bliss=4.01, Synergy_Loewe=1.10, Synergy_HSA=1.49.